This data is from Reaction yield outcomes from USPTO patents with 853,638 reactions. The task is: Predict the reaction yield, written as a fraction of the theoretical maximum amount of product (1.0 means a 100% yield; for example, 0.34 means a 34% yield). The reactants are Cl.[Cl:2][C:3]1[CH:8]=[CH:7][C:6]([N:9]2[CH2:13][CH2:12][CH:11]([C:14](O)=[O:15])[CH2:10]2)=[CH:5][C:4]=1[C:17]1[NH:21][C:20]2[CH:22]=[CH:23][C:24]([O:26][CH3:27])=[CH:25][C:19]=2[N:18]=1.CN(C(ON1N=NC2C=CC=NC1=2)=[N+](C)C)C.F[P-](F)(F)(F)(F)F.[CH3:52][N:53]1[CH2:58][CH2:57][NH:56][CH2:55][CH2:54]1.C([O-])(O)=O.[Na+]. The catalyst is ClCCl. The product is [Cl:2][C:3]1[CH:8]=[CH:7][C:6]([N:9]2[CH2:13][CH2:12][CH:11]([C:14]([N:56]3[CH2:57][CH2:58][N:53]([CH3:52])[CH2:54][CH2:55]3)=[O:15])[CH2:10]2)=[CH:5][C:4]=1[C:17]1[NH:21][C:20]2[CH:22]=[CH:23][C:24]([O:26][CH3:27])=[CH:25][C:19]=2[N:18]=1. The yield is 0.340.